This data is from Catalyst prediction with 721,799 reactions and 888 catalyst types from USPTO. The task is: Predict which catalyst facilitates the given reaction. (1) Reactant: [NH2:1][C:2]1[CH:7]=[CH:6][CH:5]=[C:4]([F:8])[C:3]=1[OH:9].Br[CH:11]([CH2:17]Br)[C:12]([O:14]CC)=[O:13].C([O-])([O-])=O.[K+].[K+]. Product: [F:8][C:4]1[C:3]2[O:9][CH2:12][CH2:11][NH:1][C:2]=2[CH:7]=[CH:6][CH:5]=1.[CH3:17][CH2:11][C:12]([O-:14])=[O:13]. The catalyst class is: 21. (2) Reactant: [Cl:1][C:2]1[CH:3]=[C:4]([C@H:8]([OH:34])[CH2:9][NH:10][C:11]2[CH:16]=[CH:15][NH:14][C:13](=[O:17])[C:12]=2[C:18]2[NH:19][C:20]3[C:25]([N:26]=2)=[C:24]([CH3:27])[N:23]=[C:22]([N:28]2[CH2:33][CH2:32][NH:31][CH2:30][CH2:29]2)[N:21]=3)[CH:5]=[CH:6][CH:7]=1.CN(C=O)C.C(O)(=O)C.[CH3:44][CH:45]([CH2:48][CH3:49])[CH:46]=O. Product: [Cl:1][C:2]1[CH:3]=[C:4]([C@H:8]([OH:34])[CH2:9][NH:10][C:11]2[CH:16]=[CH:15][NH:14][C:13](=[O:17])[C:12]=2[C:18]2[NH:19][C:20]3[C:25]([N:26]=2)=[C:24]([CH3:27])[N:23]=[C:22]([N:28]2[CH2:33][CH2:32][N:31]([CH2:44][CH:45]([CH3:46])[CH2:48][CH3:49])[CH2:30][CH2:29]2)[N:21]=3)[CH:5]=[CH:6][CH:7]=1. The catalyst class is: 36. (3) Reactant: [F:1][C:2]1[CH:34]=[C:33]([NH:35][S:36]([C:39]2[CH:44]=[CH:43][CH:42]=[CH:41][C:40]=2[O:45]C)(=[O:38])=[O:37])[CH:32]=[C:31]([F:47])[C:3]=1[C:4]([NH:6][C@H:7]([C:28]([OH:30])=[O:29])[CH2:8][C:9]1[CH:14]=[CH:13][C:12]([N:15]2[C:20](=[O:21])[C:19]3[CH:22]=[CH:23][N:24]=[CH:25][C:18]=3[N:17]([CH3:26])[C:16]2=[O:27])=[CH:11][N:10]=1)=[O:5].ClCCl.B(Br)(Br)Br.ClCCl. Product: [F:1][C:2]1[CH:34]=[C:33]([NH:35][S:36]([C:39]2[CH:44]=[CH:43][CH:42]=[CH:41][C:40]=2[OH:45])(=[O:38])=[O:37])[CH:32]=[C:31]([F:47])[C:3]=1[C:4]([NH:6][C@H:7]([C:28]([OH:30])=[O:29])[CH2:8][C:9]1[CH:14]=[CH:13][C:12]([N:15]2[C:20](=[O:21])[C:19]3[CH:22]=[CH:23][N:24]=[CH:25][C:18]=3[N:17]([CH3:26])[C:16]2=[O:27])=[CH:11][N:10]=1)=[O:5]. The catalyst class is: 6. (4) Reactant: Cl[C:2]1[CH:7]=[C:6]([Cl:8])[N:5]=[CH:4][N:3]=1.[C:9]([O:13][C:14](=[O:23])[NH:15][C:16]1[CH:21]=[CH:20][C:19]([NH2:22])=[CH:18][CH:17]=1)([CH3:12])([CH3:11])[CH3:10].C1N2CCN(CC2)C1.C(N(C(C)C)CC)(C)C. Product: [C:9]([O:13][C:14](=[O:23])[NH:15][C:16]1[CH:17]=[CH:18][C:19]([NH:22][C:2]2[CH:7]=[C:6]([Cl:8])[N:5]=[CH:4][N:3]=2)=[CH:20][CH:21]=1)([CH3:12])([CH3:10])[CH3:11]. The catalyst class is: 9.